From a dataset of Full USPTO retrosynthesis dataset with 1.9M reactions from patents (1976-2016). Predict the reactants needed to synthesize the given product. (1) The reactants are: [Cl:1][C:2]1[CH:3]=[N:4][C:5]2[N:6]([N:8]=[C:9]([C:11]([OH:13])=O)[CH:10]=2)[CH:7]=1.[CH3:14][CH:15]1[C:24]2[C:19](=[CH:20][CH:21]=[CH:22][C:23]=2[N:25]2[CH2:30][CH2:29][O:28][CH2:27][CH2:26]2)[CH2:18][CH2:17][NH:16]1. Given the product [Cl:1][C:2]1[CH:3]=[N:4][C:5]2[N:6]([N:8]=[C:9]([C:11]([N:16]3[CH2:17][CH2:18][C:19]4[C:24](=[C:23]([N:25]5[CH2:30][CH2:29][O:28][CH2:27][CH2:26]5)[CH:22]=[CH:21][CH:20]=4)[CH:15]3[CH3:14])=[O:13])[CH:10]=2)[CH:7]=1, predict the reactants needed to synthesize it. (2) Given the product [NH:1]1[C:5]2[CH2:6][CH2:7][C@@H:8]([C:10]([OH:12])=[O:11])[CH2:9][C:4]=2[N:3]=[N:2]1, predict the reactants needed to synthesize it. The reactants are: [NH:1]1[C:5]2[CH2:6][CH2:7][CH:8]([C:10]([OH:12])=[O:11])[CH2:9][C:4]=2[N:3]=[N:2]1. (3) Given the product [CH3:19][C:20]([C:12]1[CH:17]=[C:16]([CH3:18])[CH:15]=[CH:14][N:13]=1)([CH3:23])[C:21]#[N:22], predict the reactants needed to synthesize it. The reactants are: C[Si]([N-][Si](C)(C)C)(C)C.[K+].F[C:12]1[CH:17]=[C:16]([CH3:18])[CH:15]=[CH:14][N:13]=1.[CH3:19][CH:20]([CH3:23])[C:21]#[N:22].